From a dataset of Merck oncology drug combination screen with 23,052 pairs across 39 cell lines. Regression. Given two drug SMILES strings and cell line genomic features, predict the synergy score measuring deviation from expected non-interaction effect. (1) Drug 1: O=S1(=O)NC2(CN1CC(F)(F)F)C1CCC2Cc2cc(C=CCN3CCC(C(F)(F)F)CC3)ccc2C1. Drug 2: CN(C)C(=N)N=C(N)N. Cell line: OV90. Synergy scores: synergy=5.77. (2) Cell line: NCIH2122. Drug 2: CNC(=O)c1cc(Oc2ccc(NC(=O)Nc3ccc(Cl)c(C(F)(F)F)c3)cc2)ccn1. Synergy scores: synergy=32.4. Drug 1: O=C(NOCC(O)CO)c1ccc(F)c(F)c1Nc1ccc(I)cc1F. (3) Drug 1: Cn1nnc2c(C(N)=O)ncn2c1=O. Drug 2: NC(=O)c1cccc2cn(-c3ccc(C4CCCNC4)cc3)nc12. Cell line: SW837. Synergy scores: synergy=18.7. (4) Drug 1: COc1cc(C2c3cc4c(cc3C(OC3OC5COC(C)OC5C(O)C3O)C3COC(=O)C23)OCO4)cc(OC)c1O. Drug 2: CNC(=O)c1cc(Oc2ccc(NC(=O)Nc3ccc(Cl)c(C(F)(F)F)c3)cc2)ccn1. Cell line: NCIH460. Synergy scores: synergy=8.36. (5) Drug 1: CN1C(=O)C=CC2(C)C3CCC4(C)C(NC(=O)OCC(F)(F)F)CCC4C3CCC12. Drug 2: O=C(CCCCCCC(=O)Nc1ccccc1)NO. Cell line: NCIH2122. Synergy scores: synergy=22.5. (6) Drug 2: O=C(O)C1(Cc2cccc(Nc3nccs3)n2)CCC(Oc2cccc(Cl)c2F)CC1. Synergy scores: synergy=-7.00. Drug 1: CCN(CC)CCNC(=O)c1c(C)[nH]c(C=C2C(=O)Nc3ccc(F)cc32)c1C. Cell line: SKMES1. (7) Drug 1: CN(C)C(=N)N=C(N)N. Drug 2: Cc1nc(Nc2ncc(C(=O)Nc3c(C)cccc3Cl)s2)cc(N2CCN(CCO)CC2)n1. Cell line: LOVO. Synergy scores: synergy=22.9. (8) Synergy scores: synergy=8.86. Drug 2: Cn1c(=O)n(-c2ccc(C(C)(C)C#N)cc2)c2c3cc(-c4cnc5ccccc5c4)ccc3ncc21. Cell line: RKO. Drug 1: CN1C(=O)C=CC2(C)C3CCC4(C)C(NC(=O)OCC(F)(F)F)CCC4C3CCC12.